This data is from Catalyst prediction with 721,799 reactions and 888 catalyst types from USPTO. The task is: Predict which catalyst facilitates the given reaction. (1) Reactant: [Cl:1][C:2]1[CH:7]=[C:6]([Cl:8])[CH:5]=[CH:4][C:3]=1/[CH:9]=[CH:10]/[C:11]([O:13]C)=[O:12].[OH-].[Na+]. Product: [Cl:1][C:2]1[CH:7]=[C:6]([Cl:8])[CH:5]=[CH:4][C:3]=1/[CH:9]=[CH:10]/[C:11]([OH:13])=[O:12]. The catalyst class is: 1. (2) Reactant: C([O:4][C:5]([CH3:7])=[CH2:6])(=O)C.N(OC(C)(C)C)=O.[Cl:15][C:16]1[CH:22]=[C:21]([Cl:23])[CH:20]=[C:19]([Cl:24])[C:17]=1N. Product: [Cl:15][C:16]1[CH:22]=[C:21]([Cl:23])[CH:20]=[C:19]([Cl:24])[C:17]=1[CH2:4][C:5](=[O:6])[CH3:7]. The catalyst class is: 372. (3) Reactant: [CH3:1][O:2][C:3]([C:5]1[C:10]([OH:11])=[CH:9][CH:8]=[CH:7][N:6]=1)=[O:4].[C:12]([O-])([O-])=O.[K+].[K+].CN(C=O)C. Product: [CH3:1][O:2][C:3]([C:5]1[C:10]([O:11][CH3:12])=[CH:9][CH:8]=[CH:7][N:6]=1)=[O:4]. The catalyst class is: 161. (4) Reactant: [CH3:1][C:2]1[CH:7]=[CH:6][C:5]([S:8](Cl)(=[O:10])=[O:9])=[CH:4][CH:3]=1.[Br:12][C:13]1[C:21]2[C:20]([Cl:22])=[N:19][CH:18]=[N:17][C:16]=2[NH:15][CH:14]=1.[OH-].[Na+]. Product: [Br:12][C:13]1[C:21]2[C:20]([Cl:22])=[N:19][CH:18]=[N:17][C:16]=2[N:15]([S:8]([C:5]2[CH:6]=[CH:7][C:2]([CH3:1])=[CH:3][CH:4]=2)(=[O:10])=[O:9])[CH:14]=1. The catalyst class is: 95.